From a dataset of Catalyst prediction with 721,799 reactions and 888 catalyst types from USPTO. Predict which catalyst facilitates the given reaction. (1) Reactant: C([NH:8][CH2:9][C:10](O)=[O:11])(OC(C)(C)C)=O.[Cl:13][C:14]1[CH:20]=[C:19]([Cl:21])[CH:18]=[CH:17][C:15]=1[NH2:16].CN(C(ON1N=NC2C=CC=CC1=2)=[N+](C)C)C.[B-](F)(F)(F)F.CCN(CC)CC. Product: [NH2:8][CH2:9][C:10]([NH:16][C:15]1[CH:17]=[CH:18][C:19]([Cl:21])=[CH:20][C:14]=1[Cl:13])=[O:11]. The catalyst class is: 22. (2) Product: [CH3:1][O:2][C:3]1[CH:8]=[CH:7][C:6]([S:9]([N:31]2[CH2:32][CH2:33][N:28]([CH3:27])[CH2:29][CH2:30]2)(=[O:11])=[O:10])=[CH:5][C:4]=1[C:13]1[NH:14][C:15](=[S:26])[C:16]2[N:21]([CH3:22])[N:20]=[C:19]([CH2:23][CH2:24][CH3:25])[C:17]=2[N:18]=1. The catalyst class is: 8. Reactant: [CH3:1][O:2][C:3]1[CH:8]=[CH:7][C:6]([S:9](Cl)(=[O:11])=[O:10])=[CH:5][C:4]=1[C:13]1[NH:14][C:15](=[S:26])[C:16]2[N:21]([CH3:22])[N:20]=[C:19]([CH2:23][CH2:24][CH3:25])[C:17]=2[N:18]=1.[CH3:27][N:28]1[CH2:33][CH2:32][NH:31][CH2:30][CH2:29]1.C(OC(=O)C)C.C(=O)(O)[O-].[Na+]. (3) Reactant: [N-:1]=[N+]=[N-].[Na+].[CH3:5][O:6][C:7]([C:9]1([CH2:19][CH2:20][CH2:21]Br)[C:17]2[C:12](=[CH:13][CH:14]=[CH:15][CH:16]=2)[CH2:11][C:10]1=O)=[O:8].C(OC)(C)(C)C.C(OCC)(=O)C. Product: [CH3:5][O:6][C:7]([C:9]12[C:17]3[CH:16]=[CH:15][CH:14]=[CH:13][C:12]=3[CH2:11][CH:10]1[NH:1][CH2:21][CH2:20][CH2:19]2)=[O:8]. The catalyst class is: 9. (4) Reactant: [CH3:1][CH:2]([CH:4]1[N:9]([CH2:10][C@H:11]2[CH2:16][N:15]([S:17]([C:20]3[S:21][C:22]([N+:25]([O-:27])=[O:26])=[CH:23][CH:24]=3)(=[O:19])=[O:18])[CH2:14][CH2:13][NH:12]2)[CH2:8][CH2:7][NH:6][C:5]1=[O:28])[CH3:3].Cl[C:30]1[N:35]=[CH:34][C:33]([C:36]([OH:45])([C:41]([F:44])([F:43])[F:42])[C:37]([F:40])([F:39])[F:38])=[CH:32][N:31]=1.CCN(C(C)C)C(C)C. Product: [CH3:3][CH:2]([CH:4]1[N:9]([CH2:10][C@H:11]2[CH2:16][N:15]([S:17]([C:20]3[S:21][C:22]([N+:25]([O-:27])=[O:26])=[CH:23][CH:24]=3)(=[O:19])=[O:18])[CH2:14][CH2:13][N:12]2[C:30]2[N:31]=[CH:32][C:33]([C:36]([OH:45])([C:37]([F:38])([F:39])[F:40])[C:41]([F:43])([F:44])[F:42])=[CH:34][N:35]=2)[CH2:8][CH2:7][NH:6][C:5]1=[O:28])[CH3:1]. The catalyst class is: 12. (5) Reactant: Br[C:2]1[C:6]2[CH:7]([O:13][CH3:14])[NH:8][CH:9]=[C:10]([C:11]#[N:12])[C:5]=2[N:4]([CH:15]2[CH2:19][CH2:18][CH2:17][CH2:16]2)[CH:3]=1.[NH2:20][C:21]1[CH:22]=[C:23]([CH:28]=[CH:29][CH:30]=1)[C:24]([O:26][CH3:27])=[O:25].CC(C)([O-])C.[Na+].O. Product: [C:11]([C:10]1[C:5]2[N:4]([CH:15]3[CH2:19][CH2:18][CH2:17][CH2:16]3)[CH:3]=[C:2]([NH:20][C:21]3[CH:22]=[C:23]([CH:28]=[CH:29][CH:30]=3)[C:24]([O:26][CH3:27])=[O:25])[C:6]=2[C:7]([O:13][CH3:14])=[N:8][CH:9]=1)#[N:12]. The catalyst class is: 101. (6) Reactant: [CH2:1]([N:8]1[CH2:13][CH2:12][C:11](=[O:14])[CH2:10][CH2:9]1)[C:2]1[CH:7]=[CH:6][CH:5]=[CH:4][CH:3]=1.[CH3:15][I:16]. Product: [I-:16].[CH2:1]([N+:8]1([CH3:15])[CH2:13][CH2:12][C:11](=[O:14])[CH2:10][CH2:9]1)[C:2]1[CH:3]=[CH:4][CH:5]=[CH:6][CH:7]=1. The catalyst class is: 28. (7) Reactant: [Cl-].[C:2]([O:6][C:7](=[O:10])[CH2:8][Zn+])([CH3:5])([CH3:4])[CH3:3].CCOCC.Br[C:17]1[CH:42]=[CH:41][C:20]([CH2:21][O:22][CH2:23][C@@H:24]2[CH2:26][C@@H:25]2[CH:27]2[CH2:32][CH2:31][N:30]([C:33]3[O:37][N:36]=[C:35]([CH:38]([CH3:40])[CH3:39])[N:34]=3)[CH2:29][CH2:28]2)=[C:19]([F:43])[CH:18]=1.CC(C1C=C(C(C)C)C(C2C=CC=CC=2P(C2CCCCC2)C2CCCCC2)=C(C(C)C)C=1)C. Product: [F:43][C:19]1[CH:18]=[C:17]([CH2:8][C:7]([O:6][C:2]([CH3:5])([CH3:4])[CH3:3])=[O:10])[CH:42]=[CH:41][C:20]=1[CH2:21][O:22][CH2:23][C@@H:24]1[CH2:26][C@@H:25]1[CH:27]1[CH2:32][CH2:31][N:30]([C:33]2[O:37][N:36]=[C:35]([CH:38]([CH3:40])[CH3:39])[N:34]=2)[CH2:29][CH2:28]1. The catalyst class is: 443.